The task is: Predict which catalyst facilitates the given reaction.. This data is from Catalyst prediction with 721,799 reactions and 888 catalyst types from USPTO. (1) Reactant: [CH3:1][N:2]([CH2:10][C:11]1[CH:12]=[N:13][CH:14]=[CH:15][CH:16]=1)[C:3](=[O:9])[O:4][C:5]([CH3:8])([CH3:7])[CH3:6].ClC1C=CC=C(C(OO)=[O:25])C=1. Product: [CH3:1][N:2]([CH2:10][C:11]1[CH:12]=[N+:13]([O-:25])[CH:14]=[CH:15][CH:16]=1)[C:3](=[O:9])[O:4][C:5]([CH3:8])([CH3:6])[CH3:7]. The catalyst class is: 4. (2) Reactant: [Cl:1][C:2]1[CH:3]=[C:4]([C:8]2[CH:13]=[CH:12][C:11]([CH2:14][C@@H:15]([NH:22][C:23](=[O:28])[C:24]([NH:26][NH2:27])=[O:25])[CH2:16][C:17]([O:19][CH2:20][CH3:21])=[O:18])=[CH:10][CH:9]=2)[CH:5]=[CH:6][CH:7]=1.C1N=CN([C:34](N2C=NC=C2)=[O:35])C=1. Product: [Cl:1][C:2]1[CH:3]=[C:4]([C:8]2[CH:13]=[CH:12][C:11]([CH2:14][C@@H:15]([NH:22][C:23]([C:24]3[O:25][C:34](=[O:35])[NH:27][N:26]=3)=[O:28])[CH2:16][C:17]([O:19][CH2:20][CH3:21])=[O:18])=[CH:10][CH:9]=2)[CH:5]=[CH:6][CH:7]=1. The catalyst class is: 1. (3) Reactant: [Br:1][C:2]1[S:6][N:5]=[C:4]([CH2:7]Br)[CH:3]=1.C(N(CC)CC)C.[NH:16]1[CH2:21][CH2:20][CH2:19][CH2:18][CH2:17]1. Product: [Br:1][C:2]1[S:6][N:5]=[C:4]([CH2:7][N:16]2[CH2:21][CH2:20][CH2:19][CH2:18][CH2:17]2)[CH:3]=1. The catalyst class is: 2. (4) Reactant: FC(F)(F)C(O)=O.[Cl:8][C:9]1[CH:10]=[C:11]([C:29]2[CH:34]=[CH:33][C:32]([F:35])=[CH:31][CH:30]=2)[CH:12]=[C:13]([Cl:28])[C:14]=1[CH2:15][C@@H:16]1[CH2:20][CH2:19][N:18]([CH:21]2[CH2:26][CH2:25][NH:24][CH2:23][CH2:22]2)[C:17]1=[O:27].[CH3:36][N:37]=[C:38]=[O:39].C(N(CC)CC)C. Product: [CH3:36][NH:37][C:38]([N:24]1[CH2:25][CH2:26][CH:21]([N:18]2[CH2:19][CH2:20][C@@H:16]([CH2:15][C:14]3[C:13]([Cl:28])=[CH:12][C:11]([C:29]4[CH:30]=[CH:31][C:32]([F:35])=[CH:33][CH:34]=4)=[CH:10][C:9]=3[Cl:8])[C:17]2=[O:27])[CH2:22][CH2:23]1)=[O:39]. The catalyst class is: 2. (5) Reactant: [CH3:1][O:2][C:3]1[CH:4]=[C:5]([CH:10]=[CH:11][C:12]([O:14][CH2:15][CH3:16])=[O:13])[CH:6]=[C:7]([CH3:9])[CH:8]=1. Product: [CH3:1][O:2][C:3]1[CH:4]=[C:5]([CH2:10][CH2:11][C:12]([O:14][CH2:15][CH3:16])=[O:13])[CH:6]=[C:7]([CH3:9])[CH:8]=1. The catalyst class is: 19. (6) Reactant: [NH:1]1[CH:5]=[CH:4][N:3]=[CH:2]1.CC(C)([O-])C.[K+].[CH2:12]([O:19][C:20]1[CH:25]=[CH:24][C:23]([Cl:26])=[CH:22][C:21]=1[C:27]1([CH3:30])[CH2:29][O:28]1)[C:13]1[CH:18]=[CH:17][CH:16]=[CH:15][CH:14]=1. Product: [CH2:12]([O:19][C:20]1[CH:25]=[CH:24][C:23]([Cl:26])=[CH:22][C:21]=1[C:27]([OH:28])([CH3:29])[CH2:30][N:1]1[CH:5]=[CH:4][N:3]=[CH:2]1)[C:13]1[CH:14]=[CH:15][CH:16]=[CH:17][CH:18]=1. The catalyst class is: 9. (7) Reactant: Br[C:2]1[CH:7]=[CH:6][C:5]([Cl:8])=[CH:4][C:3]=1[CH2:9][F:10].C([Li])CCC.CN([CH:19]=[O:20])C.[Cl-].[NH4+]. Product: [Cl:8][C:5]1[CH:6]=[CH:7][C:2]([CH:19]=[O:20])=[C:3]([CH2:9][F:10])[CH:4]=1. The catalyst class is: 165.